Dataset: Catalyst prediction with 721,799 reactions and 888 catalyst types from USPTO. Task: Predict which catalyst facilitates the given reaction. (1) Reactant: [CH3:1][CH:2]1[CH2:8][C:7]2[CH:9]=[C:10]3[O:15][CH2:14][O:13][C:11]3=[CH:12][C:6]=2[C:5]([C:16]2[CH:21]=[CH:20][C:19]([N+:22]([O-:24])=[O:23])=[CH:18][CH:17]=2)=[N:4][N:3]1[C:25](=S)[CH2:26][C:27](=O)[CH3:28].Cl.[NH2:32][OH:33]. Product: [CH3:1][CH:2]1[CH2:8][C:7]2[CH:9]=[C:10]3[O:15][CH2:14][O:13][C:11]3=[CH:12][C:6]=2[C:5]([C:16]2[CH:17]=[CH:18][C:19]([N+:22]([O-:24])=[O:23])=[CH:20][CH:21]=2)=[N:4][N:3]1[C:25]1[O:33][N:32]=[C:27]([CH3:28])[CH:26]=1. The catalyst class is: 40. (2) Reactant: [NH:1]1[C:5]([C:6]([O-:8])=O)=[N:4][N:3]=[N:2]1.[K+].[CH2:10]([NH:12][NH:13][C:14]([O:16][C:17]([CH3:20])([CH3:19])[CH3:18])=[O:15])[CH3:11].C1C=CC2N(O)N=NC=2C=1.CCN=C=NCCCN(C)C. Product: [CH2:10]([N:12]([C:6]([C:5]1[NH:4][N:3]=[N:2][N:1]=1)=[O:8])[NH:13][C:14]([O:16][C:17]([CH3:18])([CH3:20])[CH3:19])=[O:15])[CH3:11]. The catalyst class is: 4. (3) Reactant: C[O:2][CH2:3][CH2:4][NH:5][C:6]1[N:11]=[CH:10][C:9]([CH:12]([CH3:17])[C:13]([O:15][CH3:16])=[O:14])=[CH:8][CH:7]=1.B(Br)(Br)Br.C([O-])(O)=O.[Na+]. Product: [OH:2][CH2:3][CH2:4][NH:5][C:6]1[N:11]=[CH:10][C:9]([CH:12]([CH3:17])[C:13]([O:15][CH3:16])=[O:14])=[CH:8][CH:7]=1. The catalyst class is: 46.